This data is from Catalyst prediction with 721,799 reactions and 888 catalyst types from USPTO. The task is: Predict which catalyst facilitates the given reaction. (1) Reactant: [CH2:1]([O:7][C:8]1[C:13]([CH:14]([CH3:16])[CH3:15])=[CH:12][C:11]([CH:17]([CH3:19])[CH3:18])=[CH:10][C:9]=1[C:20]([CH3:30])=CC=CC(C)=CC(O)=O)[CH2:2][CH2:3][CH2:4][CH2:5][CH3:6].[CH2:31]([O:37]C1C(C(C)C)=CC(C(C)C)=CC=1C(C)=CC=CC(C)=CC([O-])=O)[CH2:32]CCCC.[OH-].[Na+].Cl. Product: [CH2:1]([O:7][C:8]1[C:13]([CH:14]([CH3:15])[CH3:16])=[CH:12][C:11]([CH:17]([CH3:18])[CH3:19])=[CH:10][C:9]=1/[C:20](/[CH3:30])=[CH:32]\[CH:31]=[O:37])[CH2:2][CH2:3][CH2:4][CH2:5][CH3:6]. The catalyst class is: 8. (2) Reactant: Cl.C(OC([NH:9][C@H:10]([C:36]([O:38]C(C)(C)C)=[O:37])[CH2:11][C@H:12]([CH2:20][C:21]1[CH:26]=[CH:25][C:24]([O:27][CH2:28][CH2:29][F:30])=[C:23]([O:31]C(C)(C)C)[CH:22]=1)[C:13]([O:15]C(C)(C)C)=[O:14])=O)(C)(C)C. Product: [F:30][CH2:29][CH2:28][O:27][C:24]1[CH:25]=[CH:26][C:21]([CH2:20][C@H:12]([C:13]([OH:15])=[O:14])[CH2:11][C@@H:10]([C:36]([OH:38])=[O:37])[NH2:9])=[CH:22][C:23]=1[OH:31]. The catalyst class is: 12. (3) Reactant: [CH3:1][C:2]1[C:6]([C:7]2[CH:8]=[CH:9][C:10]([CH3:17])=[C:11]([S:13](Cl)(=[O:15])=[O:14])[CH:12]=2)=[C:5]([CH3:18])[O:4][N:3]=1.[CH2:19]([O:25][CH2:26][CH2:27][NH2:28])[CH2:20][O:21][CH2:22][CH2:23][NH2:24]. Product: [CH2:19]([O:25][CH2:26][CH2:27][NH:28][S:13]([C:11]1[CH:12]=[C:7]([C:6]2[C:2]([CH3:1])=[N:3][O:4][C:5]=2[CH3:18])[CH:8]=[CH:9][C:10]=1[CH3:17])(=[O:14])=[O:15])[CH2:20][O:21][CH2:22][CH2:23][NH:24][S:13]([C:11]1[CH:12]=[C:7]([C:6]2[C:2]([CH3:1])=[N:3][O:4][C:5]=2[CH3:18])[CH:8]=[CH:9][C:10]=1[CH3:17])(=[O:15])=[O:14]. The catalyst class is: 17. (4) Reactant: C(N(CC)CC)C.Br.[Br:9][CH2:10][CH2:11][CH2:12][NH2:13].[F:14][C:15]([F:26])([F:25])[C:16]1[C:21]([C:22](Cl)=[O:23])=[CH:20][N:19]=[CH:18][CH:17]=1. Product: [Br:9][CH2:10][CH2:11][CH2:12][NH:13][C:22](=[O:23])[C:21]1[C:16]([C:15]([F:26])([F:14])[F:25])=[CH:17][CH:18]=[N:19][CH:20]=1. The catalyst class is: 4. (5) Reactant: [CH2:1]([N:3]1[C:7]([C:9]2[CH:10]=[C:11]([CH:14]=[CH:15][CH:16]=2)[C:12]#[N:13])(O)[C:6](F)([F:17])[C:5]([O:19][C:20]2[CH:25]=[CH:24][C:23]([C:26]([F:29])([F:28])[F:27])=[CH:22][CH:21]=2)=[N:4]1)[CH3:2].C([SiH](CC)CC)C.B(F)(F)F.C1CCN2C(=NCCC2)CC1. Product: [CH2:1]([N:3]1[C:7]([C:9]2[CH:10]=[C:11]([CH:14]=[CH:15][CH:16]=2)[C:12]#[N:13])=[C:6]([F:17])[C:5]([O:19][C:20]2[CH:25]=[CH:24][C:23]([C:26]([F:29])([F:27])[F:28])=[CH:22][CH:21]=2)=[N:4]1)[CH3:2]. The catalyst class is: 795. (6) Reactant: [CH2:1]([O:8][C:9]1[CH:14]=[CH:13][C:12](I)=[CH:11][CH:10]=1)[C:2]1[CH:7]=[CH:6][CH:5]=[CH:4][CH:3]=1.C([Mg]Cl)(C)C.[CH2:21]([CH:23]1[CH:28]([CH3:29])[CH:27]([CH2:30][O:31][Si](C)(C)C)[CH2:26][CH2:25][C:24]1=[O:36])[CH3:22].Cl. Product: [CH2:1]([O:8][C:9]1[CH:14]=[CH:13][C:12]([C:24]2([OH:36])[CH2:25][CH2:26][CH:27]([CH2:30][OH:31])[CH:28]([CH3:29])[CH:23]2[CH2:21][CH3:22])=[CH:11][CH:10]=1)[C:2]1[CH:7]=[CH:6][CH:5]=[CH:4][CH:3]=1. The catalyst class is: 56. (7) Reactant: [N:1]1([C:5](=[O:22])[CH2:6][C:7]2[CH:12]=[CH:11][C:10]([O:13]CC3C=CC=CC=3)=[CH:9][C:8]=2[CH3:21])[CH2:4][CH2:3][CH2:2]1. Product: [N:1]1([C:5](=[O:22])[CH2:6][C:7]2[CH:12]=[CH:11][C:10]([OH:13])=[CH:9][C:8]=2[CH3:21])[CH2:4][CH2:3][CH2:2]1. The catalyst class is: 261.